Dataset: Drug-target binding data from BindingDB using IC50 measurements. Task: Regression. Given a target protein amino acid sequence and a drug SMILES string, predict the binding affinity score between them. We predict pIC50 (pIC50 = -log10(IC50 in M); higher means more potent). Dataset: bindingdb_ic50. (1) The pIC50 is 6.1. The compound is Cc1noc(C)c1Cn1cc(NC(=S)Nc2cccc(C#N)c2)cn1. The target protein (Q9NYW2) has sequence MFSPADNIFIILITGEFILGILGNGYIALVNWIDWIKKKKISTVDYILTNLVIARICLISVMVVNGIVIVLNPDVYTKNKQQIVIFTFWTFANYLNMWITTCLNVFYFLKIASSSHPLFLWLKWKIDMVVHWILLGCFAISLLVSLIAAIVLSCDYRFHAIAKHKRNITEMFHVSKIPYFEPLTLFNLFAIVPFIVSLISFFLLVRSLWRHTKQIKLYATGSRDPSTEVHVRAIKTMTSFIFFFFLYYISSILMTFSYLMTKYKLAVEFGEIAAILYPLGHSLILIVLNNKLRQTFVRMLTCRKIACMI. (2) The compound is O=C(N1CCCCC1Cc1ccccc1)n1ncc(C(O)(c2ccccc2)c2ccccc2)n1. The target protein (Q91WC9) has sequence MPGMVLFGRRWSLASDDLVFPGSFELFLRVLWWIVSLTLYLTHRRRLDCPGGVLLSTYLIVLLVLLAVIICTVLAIVCVSMRGTICNPGPRKSMSKLLYIRLALFLPEMVWASLGAAWVAKGIQCDRTVVIGIIATVIVSWIVIAATMVTIIFVFDPLGGKMAPYPPCIPEHLDSNSSNRLLTGLKTAAKSVWETRVQFCCCCVGQDDNTRVAFSSTADLFSTYFSDTDLVPSDIAAGFTLLHQQQDNISHSREPPEVVTHTPGQPQETELDAEVENCHHYMPFAAAAYGWPLYIYRNPFTGLCRIGGDCCRARDIEYDAVEGDQHNCHFASILKTTGLQYRDFIHISFHDKVYELPFIVVLDHRKESVVVAVRGTMSLQDVLTDLSAESETLELGIELQDCVAHKGIAQAARYIHRRLVNDGILSQAFSVAPEYQLVLVGHSLGAGAAALLAIMLRGAYPQVRAYAFSPPRGLLSKSLYEYSKDFVVSLILGMDVIPRL.... The pIC50 is 7.9.